This data is from Forward reaction prediction with 1.9M reactions from USPTO patents (1976-2016). The task is: Predict the product of the given reaction. Given the reactants [CH3:1][O:2][C:3]1[N:7]([CH3:8])[N:6]=[C:5]([C:9]2[CH:14]=[CH:13][C:12]([O:15][CH:16]([CH3:18])[CH3:17])=[C:11]([CH3:19])[CH:10]=2)[CH:4]=1.C(Cl)(Cl)[Cl:21].ClN1C(=O)CCC1=O, predict the reaction product. The product is: [Cl:21][C:4]1[C:5]([C:9]2[CH:14]=[CH:13][C:12]([O:15][CH:16]([CH3:17])[CH3:18])=[C:11]([CH3:19])[CH:10]=2)=[N:6][N:7]([CH3:8])[C:3]=1[O:2][CH3:1].